Predict the reactants needed to synthesize the given product. From a dataset of Full USPTO retrosynthesis dataset with 1.9M reactions from patents (1976-2016). (1) Given the product [CH:1]1([CH2:5][N:6]2[CH2:7][CH2:8][N:9]([C:12](=[O:24])[CH2:13][C:14]3[CH:22]=[CH:21][C:17]([C:18]([N:31]4[CH2:30][C:29]5[CH:28]=[N:27][N:26]([CH3:25])[C:35]=5[NH:34][C:33]5[CH:36]=[CH:37][CH:38]=[CH:39][C:32]4=5)=[O:19])=[CH:16][C:15]=3[CH3:23])[CH2:10][CH2:11]2)[CH2:4][CH2:3][CH2:2]1, predict the reactants needed to synthesize it. The reactants are: [CH:1]1([CH2:5][N:6]2[CH2:11][CH2:10][N:9]([C:12](=[O:24])[CH2:13][C:14]3[CH:22]=[CH:21][C:17]([C:18](O)=[O:19])=[CH:16][C:15]=3[CH3:23])[CH2:8][CH2:7]2)[CH2:4][CH2:3][CH2:2]1.[CH3:25][N:26]1[C:35]2[NH:34][C:33]3[CH:36]=[CH:37][CH:38]=[CH:39][C:32]=3[NH:31][CH2:30][C:29]=2[CH:28]=[N:27]1.CCN(C(C)C)C(C)C. (2) The reactants are: [CH2:1]([N:3]([CH2:22][CH3:23])[C:4]1[C:9]([N+:10]([O-])=O)=[CH:8][CH:7]=[C:6]([NH:13][CH2:14][C:15]2[CH:20]=[CH:19][C:18]([F:21])=[CH:17][CH:16]=2)[N:5]=1)[CH3:2]. Given the product [CH2:22]([N:3]([CH2:1][CH3:2])[C:4]1[C:9]([NH2:10])=[CH:8][CH:7]=[C:6]([NH:13][CH2:14][C:15]2[CH:20]=[CH:19][C:18]([F:21])=[CH:17][CH:16]=2)[N:5]=1)[CH3:23], predict the reactants needed to synthesize it. (3) Given the product [CH3:2][C:1]1[NH:20][N:21]=[C:13]2[C:12]3[CH:11]=[C:10]([N+:15]([O-:17])=[O:16])[CH:9]=[CH:8][C:7]=3[NH:6][C:5](=[O:18])[C:4]=12, predict the reactants needed to synthesize it. The reactants are: [C:1]([CH:4]1[C:13](=O)[C:12]2[C:7](=[CH:8][CH:9]=[C:10]([N+:15]([O-:17])=[O:16])[CH:11]=2)[NH:6][C:5]1=[O:18])(=O)[CH3:2].O.[NH2:20][NH2:21]. (4) Given the product [F:10][C:11]1[CH:12]=[C:13]([C:2]2[CH:7]=[C:6]([CH3:8])[N:5]=[C:4]([CH3:9])[N:3]=2)[CH:14]=[C:15]([F:17])[CH:16]=1, predict the reactants needed to synthesize it. The reactants are: Br[C:2]1[CH:7]=[C:6]([CH3:8])[N:5]=[C:4]([CH3:9])[N:3]=1.[F:10][C:11]1[CH:12]=[C:13](B(O)O)[CH:14]=[C:15]([F:17])[CH:16]=1.[F-].[K+].C(=O)([O-])[O-].[Na+].[Na+].C1(P(C2C=CC=CC=2)C2C=CC=CC=2)C=CC=CC=1. (5) Given the product [N:60]1[CH:65]=[CH:64][C:63]([CH2:66][NH:67][C:25]([CH:22]2[CH2:21][CH2:20][N:19]([C:17]([NH:16][N:15]=[C:13]([C:10]3[C:9]([OH:28])=[C:8]([C:5]4[CH:6]=[CH:7][C:2]([Br:1])=[CH:3][CH:4]=4)[S:12][CH:11]=3)[CH3:14])=[S:18])[CH2:24][CH2:23]2)=[O:26])=[CH:62][CH:61]=1, predict the reactants needed to synthesize it. The reactants are: [Br:1][C:2]1[CH:7]=[CH:6][C:5]([C:8]2[S:12][CH:11]=[C:10]([C:13](=[N:15][NH:16][C:17]([N:19]3[CH2:24][CH2:23][CH:22]([C:25](O)=[O:26])[CH2:21][CH2:20]3)=[S:18])[CH3:14])[C:9]=2[OH:28])=[CH:4][CH:3]=1.Cl.CN(C)CCCN=C=NCC.C1C=CC2N(O)N=NC=2C=1.C(N(C(C)C)CC)(C)C.[N:60]1[CH:65]=[CH:64][C:63]([CH2:66][NH2:67])=[CH:62][CH:61]=1.